From a dataset of NCI-60 drug combinations with 297,098 pairs across 59 cell lines. Regression. Given two drug SMILES strings and cell line genomic features, predict the synergy score measuring deviation from expected non-interaction effect. (1) Cell line: SK-OV-3. Drug 2: C1CC(CCC1OC2=C(C(=CC=C2)Cl)F)(CC3=NC(=CC=C3)NC4=NC=CS4)C(=O)O. Synergy scores: CSS=34.4, Synergy_ZIP=1.77, Synergy_Bliss=7.60, Synergy_Loewe=7.04, Synergy_HSA=8.55. Drug 1: C1=C(C(=O)NC(=O)N1)F. (2) Drug 1: CC1C(C(=O)NC(C(=O)N2CCCC2C(=O)N(CC(=O)N(C(C(=O)O1)C(C)C)C)C)C(C)C)NC(=O)C3=C4C(=C(C=C3)C)OC5=C(C(=O)C(=C(C5=N4)C(=O)NC6C(OC(=O)C(N(C(=O)CN(C(=O)C7CCCN7C(=O)C(NC6=O)C(C)C)C)C)C(C)C)C)N)C. Drug 2: CCC1=C2CN3C(=CC4=C(C3=O)COC(=O)C4(CC)O)C2=NC5=C1C=C(C=C5)O. Cell line: NCIH23. Synergy scores: CSS=5.42, Synergy_ZIP=-5.88, Synergy_Bliss=-2.54, Synergy_Loewe=-14.3, Synergy_HSA=-2.24.